This data is from Forward reaction prediction with 1.9M reactions from USPTO patents (1976-2016). The task is: Predict the product of the given reaction. (1) Given the reactants [NH2:1][C:2]1[CH:3]=[CH:4][C:5]([C:18]2[C:19]([N:38]([CH3:43])[S:39]([CH3:42])(=[O:41])=[O:40])=[CH:20][C:21]3[O:25][C:24]([C:26]4[CH:31]=[CH:30][C:29]([F:32])=[CH:28][CH:27]=4)=[C:23]([C:33]([NH:35][CH3:36])=[O:34])[C:22]=3[CH:37]=2)=[N:6][C:7]=1[C:8]1[NH:9][C:10]2[C:15]([CH:16]=1)=[C:14]([F:17])[CH:13]=[CH:12][CH:11]=2.[Cl:44][CH2:45][C:46](OC)(OC)OC.C(O)(C(F)(F)F)=O, predict the reaction product. The product is: [Cl:44][CH2:45][C:46]1[N:9]2[C:10]3[CH:11]=[CH:12][CH:13]=[C:14]([F:17])[C:15]=3[CH:16]=[C:8]2[C:7]2[N:6]=[C:5]([C:18]3[C:19]([N:38]([CH3:43])[S:39]([CH3:42])(=[O:41])=[O:40])=[CH:20][C:21]4[O:25][C:24]([C:26]5[CH:27]=[CH:28][C:29]([F:32])=[CH:30][CH:31]=5)=[C:23]([C:33]([NH:35][CH3:36])=[O:34])[C:22]=4[CH:37]=3)[CH:4]=[CH:3][C:2]=2[N:1]=1. (2) The product is: [CH3:10][O:9][C:7]1[CH:6]=[C:5]([C:11]([CH3:23])([CH3:22])[CH2:12][CH2:13][CH2:14][CH2:15][C:16]#[CH:17])[CH:4]=[C:3]([O:2][CH3:1])[CH:8]=1. Given the reactants [CH3:1][O:2][C:3]1[CH:4]=[C:5]([C:11]([CH3:23])([CH3:22])[CH2:12][CH2:13][CH2:14][CH2:15][C:16]#[C:17][Si](C)(C)C)[CH:6]=[C:7]([O:9][CH3:10])[CH:8]=1.C(=O)([O-])[O-].[K+].[K+], predict the reaction product. (3) Given the reactants [N:1]1[CH:6]=[CH:5][C:4](B(O)O)=[CH:3][CH:2]=1.Br[C:11]1[N:15]([CH2:16][O:17][CH2:18][CH2:19][Si:20]([CH3:23])([CH3:22])[CH3:21])[C:14]([N:24]2[CH2:29][CH2:28][N:27]([S:30]([CH2:33][CH3:34])(=[O:32])=[O:31])[CH2:26][CH2:25]2)=[N:13][C:12]=1[C:35]1[CH:36]=[C:37]([O:42][CH3:43])[C:38]([NH2:41])=[N:39][CH:40]=1, predict the reaction product. The product is: [CH2:33]([S:30]([N:27]1[CH2:28][CH2:29][N:24]([C:14]2[N:15]([CH2:16][O:17][CH2:18][CH2:19][Si:20]([CH3:23])([CH3:22])[CH3:21])[C:11]([C:4]3[CH:5]=[CH:6][N:1]=[CH:2][CH:3]=3)=[C:12]([C:35]3[CH:36]=[C:37]([O:42][CH3:43])[C:38]([NH2:41])=[N:39][CH:40]=3)[N:13]=2)[CH2:25][CH2:26]1)(=[O:32])=[O:31])[CH3:34]. (4) Given the reactants [CH2:1]([N:8]1[C:13](=[O:14])[C:12]2=[CH:15][CH:16]=[C:17]([Cl:18])[N:11]2[N:10]=[C:9]1[CH:19]([CH:21]1[CH2:23][CH2:22]1)O)[C:2]1[CH:7]=[CH:6][CH:5]=[CH:4][CH:3]=1.N1C=CC=CC=1.S(Cl)([Cl:32])=O, predict the reaction product. The product is: [CH2:1]([N:8]1[C:13](=[O:14])[C:12]2=[CH:15][CH:16]=[C:17]([Cl:18])[N:11]2[N:10]=[C:9]1[CH:19]([Cl:32])[CH:21]1[CH2:23][CH2:22]1)[C:2]1[CH:7]=[CH:6][CH:5]=[CH:4][CH:3]=1. (5) Given the reactants [Cl:1][C:2]1[CH:7]=[CH:6][N:5]=[CH:4][CH:3]=1.O.[NH2:9][NH2:10], predict the reaction product. The product is: [ClH:1].[NH:9]([C:2]1[CH:7]=[CH:6][N:5]=[CH:4][CH:3]=1)[NH2:10]. (6) Given the reactants [NH2:1][C:2]1[C:6]2[C:7](=[O:19])[N:8]([CH:12]([CH:16]([CH3:18])[CH3:17])[C:13]([NH2:15])=O)[CH:9]=[C:10]([Br:11])[C:5]=2[NH:4][N:3]=1.FC(F)(F)C(OC(=O)C(F)(F)F)=O.[OH-].[Na+].Cl, predict the reaction product. The product is: [NH2:1][C:2]1[C:6]2[C:7](=[O:19])[N:8]([CH:12]([CH:16]([CH3:17])[CH3:18])[C:13]#[N:15])[CH:9]=[C:10]([Br:11])[C:5]=2[NH:4][N:3]=1.